The task is: Predict the product of the given reaction.. This data is from Forward reaction prediction with 1.9M reactions from USPTO patents (1976-2016). Given the reactants C[O-].[Na+].CO[C:6](=[O:11])[C:7]([O:9][CH3:10])=[O:8].[C:12]([C:15]1[CH:16]=[N:17][CH:18]=[CH:19][CH:20]=1)(=[O:14])[CH3:13], predict the reaction product. The product is: [O:11]=[C:6]([CH2:13][C:12](=[O:14])[C:15]1[CH:16]=[N:17][CH:18]=[CH:19][CH:20]=1)[C:7]([O:9][CH3:10])=[O:8].